This data is from Reaction yield outcomes from USPTO patents with 853,638 reactions. The task is: Predict the reaction yield, written as a fraction of the theoretical maximum amount of product (1.0 means a 100% yield; for example, 0.34 means a 34% yield). (1) The reactants are [CH2:1]([C:3]1[C:8](=[O:9])[NH:7][C:6]([CH3:10])=[C:5]([C:11]2[S:15][C:14]([CH:16]=O)=[CH:13][CH:12]=2)[CH:4]=1)[CH3:2].[Cl:18][C:19]1[CH:26]=[CH:25][CH:24]=[CH:23][C:20]=1[CH2:21][NH2:22]. No catalyst specified. The product is [ClH:18].[Cl:18][C:19]1[CH:26]=[CH:25][CH:24]=[CH:23][C:20]=1[CH2:21][NH:22][CH2:16][C:14]1[S:15][C:11]([C:5]2[CH:4]=[C:3]([CH2:1][CH3:2])[C:8](=[O:9])[NH:7][C:6]=2[CH3:10])=[CH:12][CH:13]=1. The yield is 0.980. (2) The yield is 0.560. The catalyst is C1COCC1. The reactants are [H-].[Na+].[Cl:3][C:4]1[CH:9]=[CH:8][C:7]([C:10]2[C:15]([C:16]([NH:18][CH:19]([CH3:21])[CH3:20])=[O:17])=[CH:14][N:13]=[CH:12][CH:11]=2)=[C:6](F)[CH:5]=1. The product is [Cl:3][C:4]1[CH:9]=[CH:8][C:7]2[C:10]3[C:15](=[CH:14][N:13]=[CH:12][CH:11]=3)[C:16](=[O:17])[N:18]([CH:19]([CH3:21])[CH3:20])[C:6]=2[CH:5]=1. (3) The reactants are [Al+3].[Cl-].[Cl-].[Cl-].[Cl:5][C:6]1[S:10][C:9]2=[N:11][C:12]([Cl:14])=[CH:13][N:8]2[CH:7]=1.Cl[CH2:16][N:17]1[CH2:21][CH:20]([CH2:22][CH2:23][CH3:24])[CH2:19][C:18]1=[O:25].O. The catalyst is O1CCOCC1. The product is [Cl:5][C:6]1[S:10][C:9]2=[N:11][C:12]([Cl:14])=[C:13]([CH2:16][N:17]3[CH2:21][CH:20]([CH2:22][CH2:23][CH3:24])[CH2:19][C:18]3=[O:25])[N:8]2[CH:7]=1. The yield is 0.740. (4) The reactants are [Cl:1][C:2]1[CH:3]=[CH:4][C:5]([OH:10])=[C:6]([CH:9]=1)[C:7]#[N:8].[H-].[Na+].Cl[C:14]1[N:19]=[N:18][C:17]([C:20]([NH2:22])=[O:21])=[C:16]([NH:23][C:24]2[CH:29]=[CH:28][CH:27]=[C:26]([CH3:30])[N:25]=2)[CH:15]=1. The catalyst is CN(C)C=O. The product is [Cl:1][C:2]1[CH:3]=[CH:4][C:5]([O:10][C:14]2[N:19]=[N:18][C:17]([C:20]([NH2:22])=[O:21])=[C:16]([NH:23][C:24]3[CH:29]=[CH:28][CH:27]=[C:26]([CH3:30])[N:25]=3)[CH:15]=2)=[C:6]([C:7]#[N:8])[CH:9]=1. The yield is 0.330. (5) The reactants are Cl.[CH3:2][O:3][C:4](=[O:10])[CH2:5][CH2:6][CH2:7][NH:8][CH3:9].[C:11]1([C:32]2[CH:37]=[CH:36][CH:35]=[CH:34][CH:33]=2)[CH:16]=[CH:15][CH:14]=[CH:13][C:12]=1[NH:17][C:18]([O:20][CH:21]1[CH2:26][CH2:25][N:24]([CH2:27][CH2:28][C:29](O)=[O:30])[CH2:23][CH2:22]1)=[O:19].F[P-](F)(F)(F)(F)F.C[N+](C)=C(N(C)C)ON1C2N=CC=CC=2N=N1.C(N(CC)C(C)C)(C)C. The catalyst is C(Cl)Cl.O. The product is [CH3:2][O:3][C:4](=[O:10])[CH2:5][CH2:6][CH2:7][NH:8][CH2:9][C:29](=[O:30])[CH2:28][CH2:27][N:24]1[CH2:25][CH2:26][CH:21]([O:20][C:18](=[O:19])[NH:17][C:12]2[CH:13]=[CH:14][CH:15]=[CH:16][C:11]=2[C:32]2[CH:33]=[CH:34][CH:35]=[CH:36][CH:37]=2)[CH2:22][CH2:23]1. The yield is 1.00. (6) The reactants are [CH3:1][C:2]1[C:16](=[O:17])[N:15]=[C:14]2[N:4]([C@@H:5]3[O:9][C@H:8]([CH2:10][OH:11])[C@@H:7]([OH:12])[C@@H:6]3[O:13]2)[CH:3]=1.[CH3:18][O:19][CH2:20][CH2:21][O:22]B([O:22][CH2:21][CH2:20][O:19][CH3:18])[O:22][CH2:21][CH2:20][O:19][CH3:18]. The catalyst is COCCO. The product is [CH3:18][O:19][CH2:20][CH2:21][O:22][C@@H:6]1[C@H:7]([OH:12])[C@@H:8]([CH2:10][OH:11])[O:9][C@H:5]1[N:4]1[CH:3]=[C:2]([CH3:1])[C:16](=[O:17])[NH:15][C:14]1=[O:13]. The yield is 0.630. (7) The reactants are [CH3:1][CH:2](O)[CH3:3].C1(P(C2C=CC=CC=2)C2C=CC=CC=2)C=CC=CC=1.N(C(OC(C)C)=O)=NC(OC(C)C)=O.[Br:38][C:39]1[CH:48]=[CH:47][C:42]([C:43]([O:45][CH3:46])=[O:44])=[CH:41][C:40]=1[OH:49]. The yield is 0.940. The catalyst is O1CCCC1. The product is [Br:38][C:39]1[CH:48]=[CH:47][C:42]([C:43]([O:45][CH3:46])=[O:44])=[CH:41][C:40]=1[O:49][CH:2]([CH3:3])[CH3:1].